Dataset: Forward reaction prediction with 1.9M reactions from USPTO patents (1976-2016). Task: Predict the product of the given reaction. (1) Given the reactants Br[C:2]1[N:7]=[C:6]([CH:8]=[O:9])[CH:5]=[CH:4][C:3]=1[O:10][CH2:11][CH2:12][O:13][Si:14]([C:17]([CH3:20])([CH3:19])[CH3:18])([CH3:16])[CH3:15].[CH3:21][S:22]([C:24]1[CH:29]=[CH:28][C:27](B(O)O)=[CH:26][CH:25]=1)=[O:23].C([O-])([O-])=O.[Na+].[Na+], predict the reaction product. The product is: [Si:14]([O:13][CH2:12][CH2:11][O:10][C:3]1[CH:4]=[CH:5][C:6]([CH:8]=[O:9])=[N:7][C:2]=1[C:27]1[CH:28]=[CH:29][C:24]([S:22]([CH3:21])=[O:23])=[CH:25][CH:26]=1)([C:17]([CH3:20])([CH3:19])[CH3:18])([CH3:16])[CH3:15]. (2) Given the reactants Br[C:2]1[CH:3]=[CH:4][C:5]([F:13])=[C:6]([CH2:8][CH2:9][CH2:10][C:11]#[N:12])[CH:7]=1.[CH3:14][Si:15]([C:18]#[CH:19])([CH3:17])[CH3:16].Cl, predict the reaction product. The product is: [F:13][C:5]1[CH:4]=[CH:3][C:2]([C:19]#[C:18][Si:15]([CH3:17])([CH3:16])[CH3:14])=[CH:7][C:6]=1[CH2:8][CH2:9][CH2:10][C:11]#[N:12]. (3) Given the reactants [CH3:1][O:2][C:3]1[CH:4]=[C:5]([C@@H:9]2[CH2:14][CH2:13][CH2:12][NH:11][CH2:10]2)[CH:6]=[CH:7][CH:8]=1.[F:15][C:16]([F:21])([F:20])[C@@H:17]1[CH2:19][O:18]1, predict the reaction product. The product is: [F:15][C:16]([F:21])([F:20])[C@@H:17]([OH:18])[CH2:19][N:11]1[CH2:12][CH2:13][CH2:14][C@@H:9]([C:5]2[CH:6]=[CH:7][CH:8]=[C:3]([O:2][CH3:1])[CH:4]=2)[CH2:10]1. (4) The product is: [CH2:1]([C:3]([C:13]1[C:21]2[C:16](=[C:17]([NH:22][S:25]([CH3:24])(=[O:27])=[O:26])[CH:18]=[CH:19][CH:20]=2)[NH:15][C:14]=1[CH3:23])([C:6]1[CH:7]=[CH:8][C:9]([F:12])=[CH:10][CH:11]=1)[CH2:4][CH3:5])[CH3:2]. Given the reactants [CH2:1]([C:3]([C:13]1[C:21]2[C:16](=[C:17]([NH2:22])[CH:18]=[CH:19][CH:20]=2)[NH:15][C:14]=1[CH3:23])([C:6]1[CH:11]=[CH:10][C:9]([F:12])=[CH:8][CH:7]=1)[CH2:4][CH3:5])[CH3:2].[CH3:24][S:25](Cl)(=[O:27])=[O:26].N1C=CC=CC=1.C(=O)(O)[O-].[Na+], predict the reaction product. (5) Given the reactants [CH3:1][O:2][C:3]1[N:4]=[CH:5][C:6]2[S:12][CH2:11][CH2:10][N:9]([CH2:13][C:14]3[CH:23]=[CH:22][C:17]([C:18]([O:20]C)=[O:19])=[CH:16][CH:15]=3)[CH2:8][C:7]=2[N:24]=1.[OH-].[Li+].CO.C1COCC1, predict the reaction product. The product is: [CH3:1][O:2][C:3]1[N:4]=[CH:5][C:6]2[S:12][CH2:11][CH2:10][N:9]([CH2:13][C:14]3[CH:23]=[CH:22][C:17]([C:18]([OH:20])=[O:19])=[CH:16][CH:15]=3)[CH2:8][C:7]=2[N:24]=1. (6) The product is: [CH2:15]([O:14][C:12]([N:5]1[CH2:6][CH2:7][C:2]([OH:1])([C:8]([OH:10])=[O:9])[CH2:3][CH2:4]1)=[O:13])[C:16]1[CH:21]=[CH:20][CH:19]=[CH:18][CH:17]=1. Given the reactants [OH:1][C:2]1([C:8]([OH:10])=[O:9])[CH2:7][CH2:6][NH:5][CH2:4][CH2:3]1.Cl[C:12]([O:14][CH2:15][C:16]1[CH:21]=[CH:20][CH:19]=[CH:18][CH:17]=1)=[O:13].Cl, predict the reaction product. (7) Given the reactants [Cl:1][C:2]1[N:3]=[CH:4][NH:5][C:6]=1[Cl:7].[OH-].[K+].Br[CH2:11][C:12]1[CH:25]=[C:24]2[C:26]3=[C:27]4[C:17]([CH:18]=[CH:19][CH:20]=[C:21]4[CH:22]=[CH:23]2)=[CH:16][CH:15]=[C:14]3[CH:13]=1.[C:28](#[N:30])[CH3:29], predict the reaction product. The product is: [Cl-:1].[CH:13]1[C:14]2[C:26]3=[C:27]4[C:17](=[CH:16][CH:15]=2)[CH:18]=[CH:19][CH:20]=[C:21]4[CH:22]=[CH:23][C:24]3=[CH:25][C:12]=1[CH2:11][N+:3]1[C:2]([Cl:1])=[C:6]([Cl:7])[N:5]([CH2:29][C:28]2[CH:16]=[CH:15][C:14]3[C:13](=[CH:12][CH:25]=[CH:24][CH:26]=3)[N:30]=2)[CH:4]=1. (8) Given the reactants [F:1][C:2]1[CH:3]=[CH:4][C:5]2[NH:9][C:8](=[O:10])[N:7]([CH:11]3[CH2:16][CH2:15][N:14]([C:17]4([CH3:22])[CH2:21][CH2:20][NH:19][CH2:18]4)[CH2:13][CH2:12]3)[C:6]=2[CH:23]=1.[C:24](Cl)(=[O:29])[O:25][CH2:26][CH2:27][CH3:28], predict the reaction product. The product is: [F:1][C:2]1[CH:3]=[CH:4][C:5]2[NH:9][C:8](=[O:10])[N:7]([CH:11]3[CH2:16][CH2:15][N:14]([C:17]4([CH3:22])[CH2:21][CH2:20][N:19]([C:24]([O:25][CH2:26][CH2:27][CH3:28])=[O:29])[CH2:18]4)[CH2:13][CH2:12]3)[C:6]=2[CH:23]=1. (9) Given the reactants Cl.[NH2:2][CH:3]([CH:8]([OH:15])[C:9]1[CH:14]=[CH:13][CH:12]=[CH:11][CH:10]=1)[C:4]([O:6][CH3:7])=[O:5].CCN(C(C)C)C(C)C.[CH2:25]([O:32][C:33]([NH:35][C@@H:36]([CH2:40][C:41]1[CH:46]=[CH:45][C:44]([C:47]2[N:52]=[CH:51][C:50]([C:53]3[CH:58]=[CH:57][C:56]([O:59][CH2:60][CH2:61][CH2:62][CH2:63][CH2:64][CH2:65][CH3:66])=[CH:55][CH:54]=3)=[CH:49][N:48]=2)=[CH:43][CH:42]=1)[C:37](O)=[O:38])=[O:34])[C:26]1[CH:31]=[CH:30][CH:29]=[CH:28][CH:27]=1.CN(C(ON1N=NC2C=CC=NC1=2)=[N+](C)C)C.F[P-](F)(F)(F)(F)F, predict the reaction product. The product is: [CH2:25]([O:32][C:33]([NH:35][C@@H:36]([CH2:40][C:41]1[CH:46]=[CH:45][C:44]([C:47]2[N:48]=[CH:49][C:50]([C:53]3[CH:54]=[CH:55][C:56]([O:59][CH2:60][CH2:61][CH2:62][CH2:63][CH2:64][CH2:65][CH3:66])=[CH:57][CH:58]=3)=[CH:51][N:52]=2)=[CH:43][CH:42]=1)[C:37]([NH:2][CH:3]([CH:8]([OH:15])[C:9]1[CH:14]=[CH:13][CH:12]=[CH:11][CH:10]=1)[C:4]([O:6][CH3:7])=[O:5])=[O:38])=[O:34])[C:26]1[CH:27]=[CH:28][CH:29]=[CH:30][CH:31]=1.